This data is from Ames mutagenicity test results for genotoxicity prediction. The task is: Regression/Classification. Given a drug SMILES string, predict its toxicity properties. Task type varies by dataset: regression for continuous values (e.g., LD50, hERG inhibition percentage) or binary classification for toxic/non-toxic outcomes (e.g., AMES mutagenicity, cardiotoxicity, hepatotoxicity). Dataset: ames. (1) The molecule is O=C/C=C/c1ccccc1[N+](=O)[O-]. The result is 1 (mutagenic). (2) The compound is Cc1c(O)cc([N+](=O)[O-])cc1[N+](=O)[O-]. The result is 0 (non-mutagenic).